This data is from Catalyst prediction with 721,799 reactions and 888 catalyst types from USPTO. The task is: Predict which catalyst facilitates the given reaction. (1) Reactant: [Br:1][C:2]1[CH:7]=[CH:6][C:5]([C@@H:8]([N:10]2[CH2:15][CH2:14][C@:13]([CH2:23][C:24](O)=[O:25])([C:16]3[CH:21]=[CH:20][C:19]([F:22])=[CH:18][CH:17]=3)[O:12][C:11]2=[O:27])[CH3:9])=[CH:4][CH:3]=1.C[N:29](C(ON1N=NC2C=CC=NC1=2)=[N+](C)C)C.F[P-](F)(F)(F)(F)F.CCN(C(C)C)C(C)C.N. Product: [Br:1][C:2]1[CH:7]=[CH:6][C:5]([C@@H:8]([N:10]2[CH2:15][CH2:14][C@:13]([CH2:23][C:24]([NH2:29])=[O:25])([C:16]3[CH:21]=[CH:20][C:19]([F:22])=[CH:18][CH:17]=3)[O:12][C:11]2=[O:27])[CH3:9])=[CH:4][CH:3]=1. The catalyst class is: 198. (2) Reactant: [Cl:1][C:2]1[CH:3]=[C:4]([SH:8])[CH:5]=[CH:6][CH:7]=1.[OH-].[Na+].Br[C:12]1[C:16]2[CH:17]=[CH:18][CH:19]=[CH:20][C:15]=2[S:14][C:13]=1[N+:21]([O-:23])=[O:22]. Product: [Cl:1][C:2]1[CH:3]=[C:4]([S:8][C:12]2[C:16]3[CH:17]=[CH:18][CH:19]=[CH:20][C:15]=3[S:14][C:13]=2[N+:21]([O-:23])=[O:22])[CH:5]=[CH:6][CH:7]=1. The catalyst class is: 127. (3) Reactant: [NH2:1][C:2]1[N:7]=[CH:6][C:5]([CH2:8][CH:9]([C:15]2[N:16]=[CH:17][NH:18][CH:19]=2)[C:10]([O:12][CH2:13][CH3:14])=[O:11])=[CH:4][CH:3]=1.Br[CH:21]1[CH2:26][CH2:25][CH2:24][CH2:23][CH2:22]1.C(N(CC)CC)C.CC(=O)OCC.O. Product: [NH2:1][C:2]1[N:7]=[CH:6][C:5]([CH2:8][CH:9]([C:15]2[N:16]=[CH:17][N:18]([CH:21]3[CH2:26][CH2:25][CH2:24][CH2:23][CH2:22]3)[CH:19]=2)[C:10]([O:12][CH2:13][CH3:14])=[O:11])=[CH:4][CH:3]=1. The catalyst class is: 1. (4) Reactant: [CH3:1][C:2]1([CH3:26])[O:6]/[C:5](=[C:7]2/[C:8](=[O:17])[NH:9][C:10]3[C:15]/2=[CH:14][CH:13]=[C:12]([F:16])[CH:11]=3)/[CH:4]=[C:3]1[C:18]1[CH:19]=[N:20][C:21]([CH:24]=[CH2:25])=[CH:22][CH:23]=1.[NH:27]1[CH2:32][CH2:31][O:30][CH2:29][CH2:28]1.O. Product: [CH3:1][C:2]1([CH3:26])[O:6]/[C:5](=[C:7]2/[C:8](=[O:17])[NH:9][C:10]3[C:15]/2=[CH:14][CH:13]=[C:12]([F:16])[CH:11]=3)/[CH:4]=[C:3]1[C:18]1[CH:19]=[N:20][C:21]([CH2:24][CH2:25][N:27]2[CH2:32][CH2:31][O:30][CH2:29][CH2:28]2)=[CH:22][CH:23]=1. The catalyst class is: 3. (5) Reactant: [C:1]([O:5][C:6]([N:8]1[CH2:16][C:15]2[C:10](=[C:11]([CH:18]=[CH:19][C:20]([O:22][CH3:23])=[O:21])[CH:12]=[CH:13][C:14]=2[OH:17])[CH2:9]1)=[O:7])([CH3:4])([CH3:3])[CH3:2].C1COCC1. Product: [C:1]([O:5][C:6]([N:8]1[CH2:16][C:15]2[C:10](=[C:11]([CH2:18][CH2:19][C:20]([O:22][CH3:23])=[O:21])[CH:12]=[CH:13][C:14]=2[OH:17])[CH2:9]1)=[O:7])([CH3:4])([CH3:3])[CH3:2]. The catalyst class is: 43.